Dataset: Peptide-MHC class II binding affinity with 134,281 pairs from IEDB. Task: Regression. Given a peptide amino acid sequence and an MHC pseudo amino acid sequence, predict their binding affinity value. This is MHC class II binding data. The peptide sequence is INEPTAAAIAYPLDR. The binding affinity (normalized) is 0.653. The MHC is HLA-DQA10401-DQB10402 with pseudo-sequence HLA-DQA10401-DQB10402.